This data is from Catalyst prediction with 721,799 reactions and 888 catalyst types from USPTO. The task is: Predict which catalyst facilitates the given reaction. (1) Reactant: [Mg].BrCCBr.[CH2:6]([O:8][CH:9]([O:11][CH2:12][CH2:13][CH2:14][CH2:15][CH2:16][CH2:17]Br)[CH3:10])[CH3:7].[Br:19][C:20]([CH2:22]Br)=[CH2:21]. Product: [CH2:6]([O:8][CH:9]([O:11][CH2:12][CH2:13][CH2:14][CH2:15][CH2:16][CH2:17][CH2:22][C:20]([Br:19])=[CH2:21])[CH3:10])[CH3:7]. The catalyst class is: 1. (2) Reactant: [F:1][C:2]1[CH:3]=[CH:4][C:5]([N+:28]([O-])=O)=[C:6]([NH:8][CH:9]2[CH2:14][CH2:13][N:12]([C:15]3([CH3:27])[CH2:19][CH2:18][N:17]([C:20]([O:22][C:23]([CH3:26])([CH3:25])[CH3:24])=[O:21])[CH2:16]3)[CH2:11][CH2:10]2)[CH:7]=1. Product: [NH2:28][C:5]1[CH:4]=[CH:3][C:2]([F:1])=[CH:7][C:6]=1[NH:8][CH:9]1[CH2:10][CH2:11][N:12]([C:15]2([CH3:27])[CH2:19][CH2:18][N:17]([C:20]([O:22][C:23]([CH3:26])([CH3:25])[CH3:24])=[O:21])[CH2:16]2)[CH2:13][CH2:14]1. The catalyst class is: 19. (3) The catalyst class is: 65. Product: [Br:1][C:2]1[CH:3]=[C:4]([N+:12]([O-:14])=[O:13])[C:5]([O:10][CH3:11])=[C:6]([CH:9]=1)[CH:7]=[O:8]. Reactant: [Br:1][C:2]1[CH:3]=[CH:4][C:5]([O:10][CH3:11])=[C:6]([CH:9]=1)[CH:7]=[O:8].[N+:12]([O-])([OH:14])=[O:13]. (4) Reactant: [Br:1][C:2]1[CH:18]=[C:17](/[CH:19]=[CH:20]/[CH:21]([C:26]2[CH:31]=[C:30]([Cl:32])[C:29]([Cl:33])=[C:28]([Cl:34])[CH:27]=2)[C:22]([F:25])([F:24])[F:23])[CH:16]=[CH:15][C:3]=1[C:4]([NH:6][CH2:7][C:8]([O:10]C(C)(C)C)=[O:9])=[O:5].C(O)(C(F)(F)F)=O. Product: [Br:1][C:2]1[CH:18]=[C:17](/[CH:19]=[CH:20]/[CH:21]([C:26]2[CH:31]=[C:30]([Cl:32])[C:29]([Cl:33])=[C:28]([Cl:34])[CH:27]=2)[C:22]([F:24])([F:25])[F:23])[CH:16]=[CH:15][C:3]=1[C:4]([NH:6][CH2:7][C:8]([OH:10])=[O:9])=[O:5]. The catalyst class is: 2.